This data is from Kir2.1 potassium channel HTS with 301,493 compounds. The task is: Binary Classification. Given a drug SMILES string, predict its activity (active/inactive) in a high-throughput screening assay against a specified biological target. (1) The compound is s1c(C(=O)Nc2ccc(N3CCN(CC3)c3ncc(cc3)C(F)(F)F)nc2)ccc1. The result is 0 (inactive). (2) The drug is O=C(N1CCC(NC(=O)c2c(cccc2)C)CC1)Nc1cc(ccc1)C. The result is 0 (inactive). (3) The compound is O1C(C(O)C(N2CCOCC2)c2c1ccc(c2O)/C=C\C(=O)N1CCOCC1)(C)C. The result is 0 (inactive). (4) The drug is o1c(C(=O)NNC2=c3c(=NC2=O)cccc3)ccc1. The result is 0 (inactive). (5) The drug is O(C1CCCN(C1)C(=O)c1cc2nc(oc2cc1)C(C)C)CCC. The result is 0 (inactive). (6) The compound is Fc1cc(C2C(=CN(C=C2C(OC)=O)Cc2cc(OC)c(OC)cc2)C(OC)=O)ccc1. The result is 0 (inactive).